Dataset: Full USPTO retrosynthesis dataset with 1.9M reactions from patents (1976-2016). Task: Predict the reactants needed to synthesize the given product. (1) Given the product [ClH:49].[CH3:26][C:24]1[N:25]=[C:21]([NH:20][C:15]2[C:14]([O:13][CH2:12][C:11]3[CH:10]=[C:9]([OH:8])[CH:29]=[CH:28][CH:27]=3)=[CH:19][CH:18]=[CH:17][N:16]=2)[S:22][CH:23]=1, predict the reactants needed to synthesize it. The reactants are: [Si]([O:8][C:9]1[CH:10]=[C:11]([CH:27]=[CH:28][CH:29]=1)[CH2:12][O:13][C:14]1[C:15]([NH:20][C:21]2[S:22][CH:23]=[C:24]([CH3:26])[N:25]=2)=[N:16][CH:17]=[CH:18][CH:19]=1)(C(C)(C)C)(C)C.CCCC[N+](CCCC)(CCCC)CCCC.[F-].[NH4+].[Cl-:49]. (2) Given the product [C:1]1([C:8]([C:9]([O:10][C:11]([C:12]([S:13]([F:16])(=[O:14])=[O:15])([F:17])[F:18])([F:19])[F:20])([F:22])[F:21])([F:24])[F:23])[CH:6]=[CH:5][CH:4]=[CH:3][CH:2]=1, predict the reactants needed to synthesize it. The reactants are: [CH:1]1[CH:6]=[CH:5][CH:4]=[CH:3][CH:2]=1.I[C:8]([F:24])([F:23])[C:9]([F:22])([F:21])[O:10][C:11]([F:20])([F:19])[C:12]([F:18])([F:17])[S:13]([F:16])(=[O:15])=[O:14].C(OOC(=O)C1C=CC=CC=1)(=O)C1C=CC=CC=1.C(O)(=O)C. (3) Given the product [CH2:1]([O:3][C:4]([C:6]1[N:7]([CH:12]2[CH2:13][CH2:14][CH:15]([NH:17][CH:18]([C:20]3[C:29]4[C:24](=[CH:25][CH:26]=[CH:27][CH:28]=4)[CH:23]=[CH:22][CH:21]=3)[CH3:19])[CH2:16]2)[CH:8]=[N:9][C:10]=1[CH3:11])=[O:5])[CH3:2], predict the reactants needed to synthesize it. The reactants are: [CH2:1]([O:3][C:4]([C:6]1[N:7]([CH:12]2[CH2:16][CH:15]([NH:17][CH:18]([C:20]3[C:29]4[C:24](=[CH:25][CH:26]=[CH:27][CH:28]=4)[CH:23]=[CH:22][CH:21]=3)[CH3:19])[CH:14]=[CH:13]2)[CH:8]=[N:9][C:10]=1[CH3:11])=[O:5])[CH3:2].[H][H]. (4) Given the product [OH:38][CH:35]([C:30]1[CH:29]=[CH:28][CH:33]=[C:32]([OH:34])[CH:31]=1)[CH2:36][NH:37][CH:2]1[CH2:7][CH2:6][N:5]([C:8]2[CH:13]=[CH:12][CH:11]=[CH:10][C:9]=2[NH:14][S:15]([C:18]2[CH:23]=[CH:22][C:21]([NH:24][C:25](=[O:27])[CH3:26])=[CH:20][CH:19]=2)(=[O:17])=[O:16])[CH2:4][CH2:3]1, predict the reactants needed to synthesize it. The reactants are: O=[C:2]1[CH2:7][CH2:6][N:5]([C:8]2[CH:13]=[CH:12][CH:11]=[CH:10][C:9]=2[NH:14][S:15]([C:18]2[CH:23]=[CH:22][C:21]([NH:24][C:25](=[O:27])[CH3:26])=[CH:20][CH:19]=2)(=[O:17])=[O:16])[CH2:4][CH2:3]1.[CH:28]1[CH:33]=[C:32]([OH:34])[CH:31]=[C:30]([CH:35]([OH:38])[CH2:36][NH2:37])[CH:29]=1. (5) Given the product [N:1]1[N:2]=[C:3]([C:10]2[CH:19]=[CH:18][C:17]3[C:12](=[C:13]([O:20][CH:21]([CH2:34][CH3:35])[C@@H:22]([CH2:32][CH3:33])[CH2:23][NH2:24])[CH:14]=[CH:15][CH:16]=3)[N:11]=2)[N:4]2[CH:9]=[CH:8][CH:7]=[CH:6][C:5]=12, predict the reactants needed to synthesize it. The reactants are: [N:1]1[N:2]=[C:3]([C:10]2[CH:19]=[CH:18][C:17]3[C:12](=[C:13]([O:20][CH:21]([CH2:34][CH3:35])[C@@H:22]([CH2:32][CH3:33])[CH2:23][NH:24]C(=O)OC(C)(C)C)[CH:14]=[CH:15][CH:16]=3)[N:11]=2)[N:4]2[CH:9]=[CH:8][CH:7]=[CH:6][C:5]=12.C(O)(C(F)(F)F)=O. (6) The reactants are: [Cl:1][C:2]1[CH:3]=[N:4][C:5]([N:11]2[CH2:14][CH:13]([O:15][C:16]3[CH:21]=[CH:20][CH:19]=[C:18]([F:22])[CH:17]=3)[CH2:12]2)=[C:6]([CH:10]=1)[C:7](O)=[O:8].Cl.[NH2:24][CH2:25][C:26]1[CH:35]=[CH:34][C:29]([C:30]([O:32][CH3:33])=[O:31])=[CH:28][CH:27]=1. Given the product [Cl:1][C:2]1[CH:3]=[N:4][C:5]([N:11]2[CH2:14][CH:13]([O:15][C:16]3[CH:21]=[CH:20][CH:19]=[C:18]([F:22])[CH:17]=3)[CH2:12]2)=[C:6]([CH:10]=1)[C:7]([NH:24][CH2:25][C:26]1[CH:27]=[CH:28][C:29]([C:30]([O:32][CH3:33])=[O:31])=[CH:34][CH:35]=1)=[O:8], predict the reactants needed to synthesize it. (7) Given the product [CH3:13][O:12][C:9]1[CH:10]=[C:11]2[C:6](=[CH:7][C:8]=1[O:14][CH3:15])[N:5]=[CH:4][N:3]=[C:2]2[O:27][C:20]1[CH:21]=[CH:22][C:23]([O:25][CH3:26])=[CH:24][C:19]=1[C:17](=[O:18])[CH3:16], predict the reactants needed to synthesize it. The reactants are: Cl[C:2]1[C:11]2[C:6](=[CH:7][C:8]([O:14][CH3:15])=[C:9]([O:12][CH3:13])[CH:10]=2)[N:5]=[CH:4][N:3]=1.[CH3:16][C:17]([C:19]1[CH:24]=[C:23]([O:25][CH3:26])[CH:22]=[CH:21][C:20]=1[OH:27])=[O:18]. (8) Given the product [NH2:18][C:15]1[CH:16]=[CH:17][C:10]2[O:9][C:8]([CH:7]([NH:21][C:22]3[CH:27]=[CH:26][C:25]([C:28]([N:30]([CH3:38])[CH2:31][CH2:32][C:33]([O:35][CH2:36][CH3:37])=[O:34])=[O:29])=[CH:24][CH:23]=3)[CH:1]3[CH2:2][CH2:3][CH2:4][CH2:5][CH2:6]3)=[C:12]([CH3:13])[C:11]=2[CH:14]=1, predict the reactants needed to synthesize it. The reactants are: [CH:1]1([CH:7]([NH:21][C:22]2[CH:27]=[CH:26][C:25]([C:28]([N:30]([CH3:38])[CH2:31][CH2:32][C:33]([O:35][CH2:36][CH3:37])=[O:34])=[O:29])=[CH:24][CH:23]=2)[C:8]2[O:9][C:10]3[CH:17]=[CH:16][C:15]([N+:18]([O-])=O)=[CH:14][C:11]=3[C:12]=2[CH3:13])[CH2:6][CH2:5][CH2:4][CH2:3][CH2:2]1. (9) Given the product [F:14][C:15]1[C:16]([NH:31][C:32]2[CH:37]=[CH:36][C:35]([I:38])=[CH:34][C:33]=2[F:39])=[C:17]([CH:25]=[C:26]([CH2:29][N:2]2[CH2:3][CH2:4][CH2:5][C:6]2=[O:8])[C:27]=1[F:28])[C:18]([NH:20][O:21][CH2:22][CH2:23][OH:24])=[O:19], predict the reactants needed to synthesize it. The reactants are: Cl.[NH2:2][CH2:3][CH2:4][CH2:5][C:6]([O:8]C)=O.C([BH3-])#N.[Na+].[F:14][C:15]1[C:16]([NH:31][C:32]2[CH:37]=[CH:36][C:35]([I:38])=[CH:34][C:33]=2[F:39])=[C:17]([CH:25]=[C:26]([CH:29]=O)[C:27]=1[F:28])[C:18]([NH:20][O:21][CH2:22][CH2:23][OH:24])=[O:19].